Dataset: Full USPTO retrosynthesis dataset with 1.9M reactions from patents (1976-2016). Task: Predict the reactants needed to synthesize the given product. Given the product [Cl:1][C:2]1[CH:3]=[C:4]([O:15][CH3:16])[C:5]([S:12][CH2:13][CH3:14])=[C:6]([CH2:8][NH2:9])[CH:7]=1, predict the reactants needed to synthesize it. The reactants are: [Cl:1][C:2]1[CH:3]=[C:4]([O:15][CH3:16])[C:5]([S:12][CH2:13][CH3:14])=[C:6](/[CH:8]=[N:9]/OC)[CH:7]=1.BrC1C=CC(SCC)=C(C=1)CN.